From a dataset of Full USPTO retrosynthesis dataset with 1.9M reactions from patents (1976-2016). Predict the reactants needed to synthesize the given product. (1) Given the product [NH2:26][C:17]([C:18]1[CH:24]=[CH:23][CH:22]=[CH:21][C:19]=1[NH:20][C:10]([C:7]1[CH:8]=[CH:9][C:2]2[O:1][CH2:5][CH2:4][C:3]=2[CH:6]=1)=[O:12])=[O:25], predict the reactants needed to synthesize it. The reactants are: [O:1]1[CH2:5][CH2:4][C:3]2[CH:6]=[C:7]([C:10]([OH:12])=O)[CH:8]=[CH:9][C:2]1=2.S(Cl)(Cl)=O.[C:17]([NH2:26])(=[O:25])[C:18]1[C:19](=[CH:21][CH:22]=[CH:23][CH:24]=1)[NH2:20].N1C=CC=CC=1. (2) Given the product [C:12]([O:16][C:17](=[O:18])[NH:19][C@H:20]1[CH2:21][CH2:22][C@@H:23]([C:26](=[O:28])[NH:35][CH:34]([CH3:38])[CH3:33])[CH2:24][CH2:25]1)([CH3:13])([CH3:14])[CH3:15], predict the reactants needed to synthesize it. The reactants are: C(N=C=NCCCN(C)C)C.[C:12]([O:16][C:17]([NH:19][C@@H:20]1[CH2:25][CH2:24][C@H:23]([C:26]([OH:28])=O)[CH2:22][CH2:21]1)=[O:18])([CH3:15])([CH3:14])[CH3:13].OC1[C:38]2N=N[NH:35][C:34]=2[CH:33]=CC=1.C(N)(C)C. (3) Given the product [Cl:21][CH2:1][C:2]1[CH:10]=[CH:9][C:8]2[O:7][CH2:6][O:5][C:4]=2[CH:3]=1, predict the reactants needed to synthesize it. The reactants are: [CH2:1](O)[C:2]1[CH:10]=[CH:9][C:8]2[O:7][CH2:6][O:5][C:4]=2[CH:3]=1.C(N(CC)CC)C.S(Cl)([Cl:21])=O. (4) Given the product [Cl:14][C:15]1[CH:16]=[CH:17][CH:18]=[C:19]2[C:23]=1[NH:22][CH:21]=[C:20]2[C:3]1([CH2:1][CH3:2])[C:11]2[C:6](=[CH:7][C:8]([F:12])=[CH:9][CH:10]=2)[CH2:5][CH2:4]1, predict the reactants needed to synthesize it. The reactants are: [CH2:1]([C:3]1(O)[C:11]2[C:6](=[CH:7][C:8]([F:12])=[CH:9][CH:10]=2)[CH2:5][CH2:4]1)[CH3:2].[Cl:14][C:15]1[CH:16]=[CH:17][CH:18]=[C:19]2[C:23]=1[NH:22][CH:21]=[CH:20]2. (5) The reactants are: C([O:3][C:4]([C:6]1[CH:10]=[C:9]([C:11]2[O:12][CH:13]=[CH:14][CH:15]=2)[O:8][N:7]=1)=[O:5])C.CO.[OH-].[Li+]. Given the product [O:12]1[CH:13]=[CH:14][CH:15]=[C:11]1[C:9]1[O:8][N:7]=[C:6]([C:4]([OH:5])=[O:3])[CH:10]=1, predict the reactants needed to synthesize it.